From a dataset of CYP2C19 inhibition data for predicting drug metabolism from PubChem BioAssay. Regression/Classification. Given a drug SMILES string, predict its absorption, distribution, metabolism, or excretion properties. Task type varies by dataset: regression for continuous measurements (e.g., permeability, clearance, half-life) or binary classification for categorical outcomes (e.g., BBB penetration, CYP inhibition). Dataset: cyp2c19_veith. The molecule is O=S(Cc1ccc(Br)cc1)Cc1nnc(SCc2ccc(Cl)cc2)n1-c1ccccc1. The result is 1 (inhibitor).